From a dataset of Full USPTO retrosynthesis dataset with 1.9M reactions from patents (1976-2016). Predict the reactants needed to synthesize the given product. (1) Given the product [Cl:10][C:11]1[N:16]=[C:15]([NH:9][C:4]2[CH:3]=[C:2]([CH3:1])[CH:7]=[C:6]([CH3:8])[N:5]=2)[C:14]([Cl:18])=[CH:13][N:12]=1, predict the reactants needed to synthesize it. The reactants are: [CH3:1][C:2]1[CH:7]=[C:6]([CH3:8])[N:5]=[C:4]([NH2:9])[CH:3]=1.[Cl:10][C:11]1[N:16]=[C:15](Cl)[C:14]([Cl:18])=[CH:13][N:12]=1.[I-].[K+]. (2) The reactants are: Br[C:2]1[C:7]([C:8]([F:11])([F:10])[F:9])=[CH:6][C:5]([NH:12][C:13]2[N:17]=[C:16]([NH2:18])[NH:15][N:14]=2)=[CH:4][C:3]=1[F:19].[CH3:20][S:21]([NH:24][C:25]1[CH:30]=[CH:29][C:28](B(O)O)=[CH:27][CH:26]=1)(=[O:23])=[O:22].C([O-])([O-])=O.[Cs+].[Cs+]. Given the product [NH2:18][C:16]1[N:17]=[C:13]([NH:12][C:5]2[CH:4]=[C:3]([F:19])[C:2]([C:28]3[CH:27]=[CH:26][C:25]([NH:24][S:21]([CH3:20])(=[O:22])=[O:23])=[CH:30][CH:29]=3)=[C:7]([C:8]([F:11])([F:10])[F:9])[CH:6]=2)[NH:14][N:15]=1, predict the reactants needed to synthesize it. (3) Given the product [CH3:1][O:2][N:3]([CH3:8])[C:4](=[O:7])[CH2:5][CH2:6][N:9]1[CH2:14][CH2:13][CH2:12][CH2:11][CH2:10]1, predict the reactants needed to synthesize it. The reactants are: [CH3:1][O:2][N:3]([CH3:8])[C:4](=[O:7])[CH:5]=[CH2:6].[NH:9]1[CH2:14][CH2:13][CH2:12][CH2:11][CH2:10]1. (4) Given the product [CH3:34][O:33][C:30]1[CH:29]=[CH:28][C:27]([C:24]2[O:23][C:22]([C:9](=[O:8])[CH2:10][CH2:11][CH2:12][CH2:13][CH2:14][CH2:15][C:16]3[CH:17]=[CH:18][CH:19]=[CH:20][CH:21]=3)=[N:26][CH:25]=2)=[CH:32][CH:31]=1, predict the reactants needed to synthesize it. The reactants are: [Si]([O:8][CH:9]([C:22]1[O:23][C:24]([C:27]2[CH:32]=[CH:31][C:30]([O:33][CH3:34])=[CH:29][CH:28]=2)=[CH:25][N:26]=1)[CH2:10][CH2:11][CH2:12][CH2:13][CH2:14][CH2:15][C:16]1[CH:21]=[CH:20][CH:19]=[CH:18][CH:17]=1)(C(C)(C)C)(C)C.[Si](OC(C1OC([Sn](CCCC)(CCCC)CCCC)=CN=1)CCCCCCC1C=CC=CC=1)(C(C)(C)C)(C)C.BrC1C=CC(OC)=CC=1. (5) Given the product [CH:37]1([O:43][C:44]2[CH:49]=[CH:48][C:47]([N:1]([C:14]([O:15][CH3:16])=[O:35])[C@H:2]([C@@H:3]([OH:4])[CH3:5])[C:6]([OH:8])=[O:7])=[CH:46][CH:45]=2)[CH2:42][CH2:41][CH2:40][CH2:39][CH2:38]1, predict the reactants needed to synthesize it. The reactants are: [NH2:1][C@@H:2]([C:6]([OH:8])=[O:7])[C@H:3]([CH3:5])[OH:4].C([O-])(O)=O.[Na+].[C:14](=O)([O-:35])[O:15][C:16]1C(C)=C(C2C=CC(C3CCCCC3)=CC=2)C=CN=1.[CH:37]1([O:43][C:44]2[CH:49]=[CH:48][C:47](C3C=CN(C([O-])=O)C(=O)C=3C)=[CH:46][CH:45]=2)[CH2:42][CH2:41][CH2:40][CH2:39][CH2:38]1. (6) Given the product [Cl:12][C:13]1[CH:18]=[CH:17][C:16]([S:19]([CH2:6][C:2]2[S:1][CH:5]=[CH:4][N:3]=2)(=[O:21])=[O:20])=[CH:15][CH:14]=1, predict the reactants needed to synthesize it. The reactants are: [S:1]1[CH:5]=[CH:4][N:3]=[C:2]1[CH2:6]O.S(Cl)(Cl)=O.[Cl:12][C:13]1[CH:18]=[CH:17][C:16]([S:19]([O-:21])=[O:20])=[CH:15][CH:14]=1.[Na+].C([O-])(=O)C.[K+].